This data is from Forward reaction prediction with 1.9M reactions from USPTO patents (1976-2016). The task is: Predict the product of the given reaction. (1) Given the reactants CN1C(C2C=NC3C4C=CC(C(OC)=O)=CC=4NC=3C=2)=C(C)N=N1.Br[C:26]1[CH:38]=[N:37][C:36]2[C:35]3[CH:34]=[CH:33][C:32]([S:39]([CH3:42])(=[O:41])=[O:40])=[CH:31][C:30]=3[N:29]([C@@H:43]([CH:50]3[CH2:55][CH2:54][O:53][CH2:52][CH2:51]3)[C:44]3[CH:49]=[CH:48][CH:47]=[CH:46][CH:45]=3)[C:28]=2[CH:27]=1.[Si]([O:63][CH2:64][C:65]1[N:66]=[N:67][N:68]([CH2:83][Si](C)(C)C)[C:69]=1[Sn](CCCC)(CCCC)CCCC)(C(C)(C)C)(C)C.CCCC[N+](CCCC)(CCCC)CCCC.[F-].C1COCC1, predict the reaction product. The product is: [CH3:42][S:39]([C:32]1[CH:33]=[CH:34][C:35]2[C:36]3[N:37]=[CH:38][C:26]([C:69]4[N:68]([CH3:83])[N:67]=[N:66][C:65]=4[CH2:64][OH:63])=[CH:27][C:28]=3[N:29]([C@@H:43]([CH:50]3[CH2:55][CH2:54][O:53][CH2:52][CH2:51]3)[C:44]3[CH:45]=[CH:46][CH:47]=[CH:48][CH:49]=3)[C:30]=2[CH:31]=1)(=[O:41])=[O:40]. (2) Given the reactants CC(C)([O-])C.[K+].[C:7]([C:11]1[CH:15]=[C:14]([C:16]([O:18][CH2:19][CH3:20])=[O:17])[NH:13][N:12]=1)([CH3:10])([CH3:9])[CH3:8].C([O:25][C:26](=[O:29])[CH2:27]Br)(C)(C)C.[NH4+].[Cl-], predict the reaction product. The product is: [C:7]([C:11]1[CH:15]=[C:14]([C:16]([O:18][CH2:19][CH3:20])=[O:17])[N:13]([CH2:27][C:26]([OH:29])=[O:25])[N:12]=1)([CH3:10])([CH3:8])[CH3:9]. (3) Given the reactants [OH:1][C:2]1[CH:3]=[C:4]([CH:11]2[C:15]3[C:16]([CH3:30])=[C:17]([NH:22][C:23](=[O:29])[CH2:24][C:25]([CH3:28])([CH3:27])[CH3:26])[C:18]([CH3:21])=[C:19]([CH3:20])[C:14]=3[O:13][CH2:12]2)[CH:5]=[CH:6][C:7]=1[CH:8]([CH3:10])[CH3:9].[CH2:31]([O:33][C:34](=[O:37])[CH2:35]Br)[CH3:32].C(=O)([O-])[O-].[K+].[K+].O, predict the reaction product. The product is: [CH3:26][C:25]([CH3:28])([CH3:27])[CH2:24][C:23]([NH:22][C:17]1[C:18]([CH3:21])=[C:19]([CH3:20])[C:14]2[O:13][CH2:12][CH:11]([C:4]3[CH:5]=[CH:6][C:7]([CH:8]([CH3:10])[CH3:9])=[C:2]([CH:3]=3)[O:1][CH2:35][C:34]([O:33][CH2:31][CH3:32])=[O:37])[C:15]=2[C:16]=1[CH3:30])=[O:29]. (4) Given the reactants [CH3:1][N:2]1[CH2:7][CH2:6][C:5]([CH2:14][N:15]2[CH2:20][CH2:19][NH:18][CH2:17][CH2:16]2)([C:8]2[CH:13]=[CH:12][CH:11]=[CH:10][CH:9]=2)[CH2:4][CH2:3]1.[C:21]1([CH:27]([N:34]=[C:35]=[O:36])[C:28]2[CH:33]=[CH:32][CH:31]=[CH:30][CH:29]=2)[CH:26]=[CH:25][CH:24]=[CH:23][CH:22]=1, predict the reaction product. The product is: [CH:27]([NH:34][C:35]([N:18]1[CH2:19][CH2:20][N:15]([CH2:14][C:5]2([C:8]3[CH:13]=[CH:12][CH:11]=[CH:10][CH:9]=3)[CH2:6][CH2:7][N:2]([CH3:1])[CH2:3][CH2:4]2)[CH2:16][CH2:17]1)=[O:36])([C:28]1[CH:29]=[CH:30][CH:31]=[CH:32][CH:33]=1)[C:21]1[CH:26]=[CH:25][CH:24]=[CH:23][CH:22]=1. (5) Given the reactants [OH:1][C:2]1[CH:7]=[CH:6][C:5]([C:8]2[CH:9]=[C:10]3[C:14](=[CH:15][CH:16]=2)[C:13](=O)[CH2:12][CH2:11]3)=[C:4]([NH:18][C:19]2[CH:24]=[CH:23][C:22]([O:25][CH2:26][CH2:27][N:28]3[CH2:33][CH2:32][CH2:31][CH2:30][CH2:29]3)=[CH:21][CH:20]=2)[CH:3]=1.[Cl-].[OH:35][NH3+:36].N1C=CC=CC=1.O, predict the reaction product. The product is: [OH:1][C:2]1[CH:7]=[CH:6][C:5]([C:8]2[CH:9]=[C:10]3[C:14](=[CH:15][CH:16]=2)[C:13](=[N:36][OH:35])[CH2:12][CH2:11]3)=[C:4]([NH:18][C:19]2[CH:24]=[CH:23][C:22]([O:25][CH2:26][CH2:27][N:28]3[CH2:29][CH2:30][CH2:31][CH2:32][CH2:33]3)=[CH:21][CH:20]=2)[CH:3]=1. (6) Given the reactants S(Cl)([Cl:3])=O.[C:5]([O:9][C:10](=[O:19])[NH:11][C:12]1[S:13][C:14]([CH2:17]O)=[CH:15][N:16]=1)([CH3:8])([CH3:7])[CH3:6], predict the reaction product. The product is: [C:5]([O:9][C:10](=[O:19])[NH:11][C:12]1[S:13][C:14]([CH2:17][Cl:3])=[CH:15][N:16]=1)([CH3:8])([CH3:7])[CH3:6]. (7) The product is: [Cl:1][C:2]1[CH:3]=[CH:4][C:5]([NH:12][C:13]2[CH:14]=[C:15]3[C:19](=[CH:20][CH:21]=2)[N:18]([C:22]2[CH:27]=[CH:26][N:25]=[C:24]([N:28]4[CH2:33][CH2:32][O:31][CH2:30][CH2:29]4)[N:23]=2)[CH:17]=[CH:16]3)=[C:6]([CH:11]=1)[C:7]([OH:9])=[O:8]. Given the reactants [Cl:1][C:2]1[CH:3]=[CH:4][C:5]([NH:12][C:13]2[CH:14]=[C:15]3[C:19](=[CH:20][CH:21]=2)[N:18]([C:22]2[CH:27]=[CH:26][N:25]=[C:24]([N:28]4[CH2:33][CH2:32][O:31][CH2:30][CH2:29]4)[N:23]=2)[CH:17]=[CH:16]3)=[C:6]([CH:11]=1)[C:7]([O:9]C)=[O:8].[OH-].[Na+].O.Cl, predict the reaction product.